The task is: Predict which catalyst facilitates the given reaction.. This data is from Catalyst prediction with 721,799 reactions and 888 catalyst types from USPTO. (1) Reactant: [Cl:1][C:2]1[CH:24]=[CH:23][CH:22]=[C:21]([Cl:25])[C:3]=1[CH2:4][CH:5]1[CH2:9][CH2:8][N:7]([CH:10]2[CH2:19][CH2:18][C:13]3(OCC[O:14]3)[CH2:12][CH2:11]2)[C:6]1=[O:20].Cl.C(=O)([O-])O.[Na+]. Product: [Cl:1][C:2]1[CH:24]=[CH:23][CH:22]=[C:21]([Cl:25])[C:3]=1[CH2:4][CH:5]1[CH2:9][CH2:8][N:7]([CH:10]2[CH2:11][CH2:12][C:13](=[O:14])[CH2:18][CH2:19]2)[C:6]1=[O:20]. The catalyst class is: 7. (2) Reactant: [NH:1]1[C:9]2[C:4](=[CH:5][CH:6]=[C:7]([CH2:10][OH:11])[CH:8]=2)[CH:3]=[N:2]1. Product: [NH:1]1[C:9]2[C:4](=[CH:5][CH:6]=[C:7]([CH:10]=[O:11])[CH:8]=2)[CH:3]=[N:2]1. The catalyst class is: 177.